This data is from Full USPTO retrosynthesis dataset with 1.9M reactions from patents (1976-2016). The task is: Predict the reactants needed to synthesize the given product. The reactants are: [Cl:1][C:2]1[CH:3]=[C:4]([NH:19][C:20]2[C:29]3[C:24](=[CH:25][C:26](F)=[C:27]([O:30][CH3:31])[CH:28]=3)[N:23]=[CH:22][C:21]=2[C:33]#[N:34])[CH:5]=[CH:6][C:7]=1[S:8][C:9]1[N:10]([CH2:16][CH2:17][CH3:18])[C:11]([CH3:15])=[C:12]([CH3:14])[N:13]=1.[CH3:35][N:36]([CH3:41])[CH2:37][CH2:38][CH2:39][NH2:40]. Given the product [Cl:1][C:2]1[CH:3]=[C:4]([NH:19][C:20]2[C:29]3[C:24](=[CH:25][C:26]([NH:40][CH2:39][CH2:38][CH2:37][N:36]([CH3:41])[CH3:35])=[C:27]([O:30][CH3:31])[CH:28]=3)[N:23]=[CH:22][C:21]=2[C:33]#[N:34])[CH:5]=[CH:6][C:7]=1[S:8][C:9]1[N:10]([CH2:16][CH2:17][CH3:18])[C:11]([CH3:15])=[C:12]([CH3:14])[N:13]=1, predict the reactants needed to synthesize it.